This data is from Full USPTO retrosynthesis dataset with 1.9M reactions from patents (1976-2016). The task is: Predict the reactants needed to synthesize the given product. (1) Given the product [CH3:13][O:14][C:15]1[CH:20]=[C:19]([C:21]([F:22])([F:23])[F:24])[CH:18]=[CH:17][C:16]=1[C:2]1[CH:11]=[CH:10][CH:9]=[C:8]2[C:3]=1[CH:4]([CH3:12])[CH2:5][NH:6][CH2:7]2, predict the reactants needed to synthesize it. The reactants are: Br[C:2]1[CH:11]=[CH:10][CH:9]=[C:8]2[C:3]=1[C:4]([CH3:12])=[CH:5][N:6]=[CH:7]2.[CH3:13][O:14][C:15]1[CH:20]=[C:19]([C:21]([F:24])([F:23])[F:22])[CH:18]=[CH:17][C:16]=1B(O)O.P([O-])([O-])([O-])=O.[K+].[K+].[K+].C(O)(C(F)(F)F)=O. (2) Given the product [C:8]1([C:7]2[S:14][C:2]([CH:5]=[O:6])=[CH:3][N:15]=2)[CH:13]=[CH:12][CH:11]=[CH:10][CH:9]=1, predict the reactants needed to synthesize it. The reactants are: Cl[CH:2]([CH:5]=[O:6])[CH:3]=O.[C:7]([NH2:15])(=[S:14])[C:8]1[CH:13]=[CH:12][CH:11]=[CH:10][CH:9]=1. (3) The reactants are: C([NH:5][C:6]1[C:11]([C:12]2[N:16]([C:17]3[CH:22]=[CH:21][C:20]([O:23][CH3:24])=[C:19]([F:25])[C:18]=3[F:26])[N:15]=[N:14][N:13]=2)=[CH:10][CH:9]=[CH:8][N:7]=1)(C)(C)C.[OH-].[Na+]. Given the product [F:26][C:18]1[C:19]([F:25])=[C:20]([O:23][CH3:24])[CH:21]=[CH:22][C:17]=1[N:16]1[C:12]([C:11]2[C:6]([NH2:5])=[N:7][CH:8]=[CH:9][CH:10]=2)=[N:13][N:14]=[N:15]1, predict the reactants needed to synthesize it. (4) Given the product [NH:18]1[C:8]2[C:7](=[CH:17][CH:16]=[C:10]([C:11]([O:13][CH2:14][CH3:15])=[O:12])[CH:9]=2)[CH:6]=[C:5]1[C:4]([O:3][CH2:1][CH3:2])=[O:22], predict the reactants needed to synthesize it. The reactants are: [CH2:1]([O:3][C:4](=[O:22])[C:5](=O)[CH2:6][C:7]1[CH:17]=[CH:16][C:10]([C:11]([O:13][CH2:14][CH3:15])=[O:12])=[CH:9][C:8]=1[N+:18]([O-])=O)[CH3:2].O. (5) Given the product [CH2:1]([C:8]1[CH:9]=[N:10][C:11]2[C:16]([C:17]=1[C:18]1[CH:23]=[CH:22][CH:21]=[C:20]([O:24][CH2:35][C:34]3[CH:37]=[C:30]([Cl:29])[CH:31]=[CH:32][C:33]=3[C:38]([F:40])([F:39])[F:41])[CH:19]=1)=[CH:15][CH:14]=[CH:13][C:12]=2[C:25]([F:28])([F:26])[F:27])[C:2]1[CH:3]=[CH:4][CH:5]=[CH:6][CH:7]=1, predict the reactants needed to synthesize it. The reactants are: [CH2:1]([C:8]1[CH:9]=[N:10][C:11]2[C:16]([C:17]=1[C:18]1[CH:19]=[C:20]([OH:24])[CH:21]=[CH:22][CH:23]=1)=[CH:15][CH:14]=[CH:13][C:12]=2[C:25]([F:28])([F:27])[F:26])[C:2]1[CH:7]=[CH:6][CH:5]=[CH:4][CH:3]=1.[Cl:29][C:30]1[CH:31]=[CH:32][C:33]([C:38]([F:41])([F:40])[F:39])=[C:34]([CH:37]=1)[CH2:35]Br. (6) Given the product [C:35]([NH:2][C@H:3]1[CH2:7][CH2:6][C@H:5]([NH:8][C:9]([C:11]2[C:15]3[N:16]=[CH:17][N:18]=[C:19]([C:20]4[CH:25]=[C:24]([CH:26]([F:28])[F:27])[CH:23]=[CH:22][C:21]=4[O:29][CH2:30][CH:31]4[CH2:33][CH2:32]4)[C:14]=3[NH:13][C:12]=2[CH3:34])=[O:10])[CH2:4]1)(=[O:37])[CH3:36], predict the reactants needed to synthesize it. The reactants are: Cl.[NH2:2][C@H:3]1[CH2:7][CH2:6][C@H:5]([NH:8][C:9]([C:11]2[C:15]3[N:16]=[CH:17][N:18]=[C:19]([C:20]4[CH:25]=[C:24]([CH:26]([F:28])[F:27])[CH:23]=[CH:22][C:21]=4[O:29][CH2:30][CH:31]4[CH2:33][CH2:32]4)[C:14]=3[NH:13][C:12]=2[CH3:34])=[O:10])[CH2:4]1.[C:35](Cl)(=[O:37])[CH3:36]. (7) Given the product [ClH:16].[ClH:16].[CH3:14][N:12]1[CH2:11][CH2:10][O:9][CH:8]([C:5]2[CH:6]=[CH:7][C:2]([NH2:1])=[CH:3][CH:4]=2)[CH2:13]1, predict the reactants needed to synthesize it. The reactants are: [NH2:1][C:2]1[CH:7]=[CH:6][C:5]([CH:8]2[CH2:13][N:12]([CH3:14])[C:11](=O)[CH2:10][O:9]2)=[CH:4][CH:3]=1.[ClH:16].C(OCC)(=O)C.